Dataset: Full USPTO retrosynthesis dataset with 1.9M reactions from patents (1976-2016). Task: Predict the reactants needed to synthesize the given product. (1) Given the product [N:1]1[C:5]2[CH:6]=[CH:7][C:8]([C:10]3[O:12][CH:29]=[N:28][C:30]=3[C:31]([O:33][CH2:18][CH3:19])=[O:32])=[CH:9][C:4]=2[NH:3][CH:2]=1, predict the reactants needed to synthesize it. The reactants are: [N:1]1[C:5]2[CH:6]=[CH:7][C:8]([C:10]([OH:12])=O)=[CH:9][C:4]=2[NH:3][CH:2]=1.O=S(Cl)Cl.N12CCCN=C1CCC[CH2:19][CH2:18]2.[N+:28]([CH2:30][C:31]([O-:33])=[O:32])#[C-:29]. (2) Given the product [F:7]/[C:6](=[C:30](/[C:27]1[CH:28]=[C:29]2[C:24](=[CH:25][C:26]=1[O:33][CH3:34])[O:23][C:22]([CH3:36])([CH3:35])[CH:21]=[C:20]2[C:16]([CH3:17])([CH3:19])[CH3:18])\[CH3:31])/[C:4]([O:3][CH2:2][CH3:1])=[O:5], predict the reactants needed to synthesize it. The reactants are: [CH3:1][CH2:2][O:3][C:4]([CH:6](P(OCC)(OCC)=O)[F:7])=[O:5].[C:16]([C:20]1[C:29]2[C:24](=[CH:25][C:26]([O:33][CH3:34])=[C:27]([C:30](=O)[CH3:31])[CH:28]=2)[O:23][C:22]([CH3:36])([CH3:35])[CH:21]=1)([CH3:19])([CH3:18])[CH3:17].